Dataset: Catalyst prediction with 721,799 reactions and 888 catalyst types from USPTO. Task: Predict which catalyst facilitates the given reaction. (1) Reactant: [CH3:1][O:2][CH2:3][C:4]1[CH:12]=[C:7]2[CH:8]=[CH:9][CH:10]=[CH:11][N:6]2[N:5]=1.C([Li])CCC.[Br:18]CCBr.[Cl-].[NH4+]. Product: [CH3:1][O:2][CH2:3][C:4]1[CH:12]=[C:7]2[CH:8]=[CH:9][CH:10]=[C:11]([Br:18])[N:6]2[N:5]=1. The catalyst class is: 30. (2) Reactant: C[O:2][C:3]1[N:8]=[C:7]2[CH:9]=[CH:10][N:11]([CH3:12])[C:6]2=[CH:5][C:4]=1[CH:13]1[CH2:18][CH2:17][N:16](C(OC(C)(C)C)=O)[CH2:15][CH2:14]1.[Si](I)(C)(C)C. Product: [CH3:12][N:11]1[C:6]2[CH:5]=[C:4]([CH:13]3[CH2:18][CH2:17][NH:16][CH2:15][CH2:14]3)[C:3](=[O:2])[NH:8][C:7]=2[CH:9]=[CH:10]1. The catalyst class is: 2. (3) Reactant: [CH3:1][O:2][C:3]1[CH:8]=[C:7]([CH3:9])[C:6]([S:10]([N:13]([CH2:15][C:16]2[O:20][N:19]=[C:18]([C:21]([O:23]CC)=O)[N:17]=2)[CH3:14])(=[O:12])=[O:11])=[C:5]([CH3:26])[CH:4]=1.[N:27]1[CH:32]=[CH:31][CH:30]=[C:29]([CH2:33][N:34]2[CH2:39][CH2:38][NH:37][CH2:36][CH2:35]2)[CH:28]=1.C[Al](C)C. Product: [CH3:1][O:2][C:3]1[CH:4]=[C:5]([CH3:26])[C:6]([S:10]([N:13]([CH3:14])[CH2:15][C:16]2[O:20][N:19]=[C:18]([C:21]([N:37]3[CH2:38][CH2:39][N:34]([CH2:33][C:29]4[CH:28]=[N:27][CH:32]=[CH:31][CH:30]=4)[CH2:35][CH2:36]3)=[O:23])[N:17]=2)(=[O:11])=[O:12])=[C:7]([CH3:9])[CH:8]=1. The catalyst class is: 26.